Dataset: Catalyst prediction with 721,799 reactions and 888 catalyst types from USPTO. Task: Predict which catalyst facilitates the given reaction. (1) Reactant: C([O:4][CH2:5][C@@H:6]1[C@@H:11]([O:12]C(=O)C)[C@H:10]([OH:16])[C@H:9]([OH:17])[C@@H:8]([C:18]2[CH:23]=[CH:22][C:21]([OH:24])=[CH:20][CH:19]=2)[O:7]1)(=O)C.[CH3:25][O:26][C:27]([C:29]1[CH:30]=[C:31](B(O)O)[CH:32]=[CH:33][CH:34]=1)=[O:28].N1C(C)=CC=CC=1C.C[O-].[Na+]. Product: [OH:17][C@H:9]1[C@@H:10]([OH:16])[C@H:11]([OH:12])[C@@H:6]([CH2:5][OH:4])[O:7][C@@H:8]1[C:18]1[CH:19]=[CH:20][C:21]([O:24][C:33]2[CH:34]=[C:29]([CH:30]=[CH:31][CH:32]=2)[C:27]([O:26][CH3:25])=[O:28])=[CH:22][CH:23]=1. The catalyst class is: 749. (2) Reactant: [Br:1][C:2]1[CH:10]=[CH:9][C:5]([C:6](O)=[O:7])=[C:4]([F:11])[CH:3]=1.S(Cl)([Cl:14])=O. Product: [Br:1][C:2]1[CH:10]=[CH:9][C:5]([C:6]([Cl:14])=[O:7])=[C:4]([F:11])[CH:3]=1. The catalyst class is: 11. (3) The catalyst class is: 11. Product: [Br:1][C:2]1[N:7]=[C:6]([C:8]([NH:10][C:11]2[C:16]([CH:17]([CH3:18])[CH3:19])=[CH:15][CH:14]=[CH:13][C:12]=2[CH:20]([CH3:22])[CH3:21])([CH3:23])[CH3:9])[CH:5]=[CH:4][CH:3]=1. Reactant: [Br:1][C:2]1[N:7]=[C:6](/[C:8](=[N:10]/[C:11]2[C:16]([CH:17]([CH3:19])[CH3:18])=[CH:15][CH:14]=[CH:13][C:12]=2[CH:20]([CH3:22])[CH3:21])/[CH3:9])[CH:5]=[CH:4][CH:3]=1.[CH3:23][Al](C)C.[OH-].[K+]. (4) Reactant: [O:1]([C:8]1[CH:13]=[CH:12][C:11]([NH:14][C:15]([C:17]2[NH:18][C:19]3[C:24]([CH:25]=2)=[CH:23][C:22]([Cl:26])=[CH:21][C:20]=3[NH2:27])=[O:16])=[CH:10][CH:9]=1)[C:2]1[CH:7]=[CH:6][CH:5]=[CH:4][CH:3]=1.C(O)(=O)C.[C:32]1(=O)[CH2:36][CH2:35][CH2:34][CH2:33]1.C(O[BH-](OC(=O)C)OC(=O)C)(=O)C.[Na+]. Product: [O:1]([C:8]1[CH:9]=[CH:10][C:11]([NH:14][C:15]([C:17]2[NH:18][C:19]3[C:24]([CH:25]=2)=[CH:23][C:22]([Cl:26])=[CH:21][C:20]=3[NH:27][CH:32]2[CH2:36][CH2:35][CH2:34][CH2:33]2)=[O:16])=[CH:12][CH:13]=1)[C:2]1[CH:7]=[CH:6][CH:5]=[CH:4][CH:3]=1. The catalyst class is: 701. (5) Reactant: C([O:5][N:6]=[C:7]([C:9]1[N:10]=[CH:11][C:12]([NH:15][C:16](=[O:34])[C@@H:17]([C:24]2[CH:29]=[CH:28][C:27]([S:30]([CH3:33])(=[O:32])=[O:31])=[CH:26][CH:25]=2)[CH2:18][CH:19]2[CH2:23][CH2:22][CH2:21][CH2:20]2)=[N:13][CH:14]=1)[CH3:8])(C)(C)C. Product: [CH:19]1([CH2:18][C@H:17]([C:24]2[CH:29]=[CH:28][C:27]([S:30]([CH3:33])(=[O:31])=[O:32])=[CH:26][CH:25]=2)[C:16]([NH:15][C:12]2[CH:11]=[N:10][C:9]([C:7](=[N:6][OH:5])[CH3:8])=[CH:14][N:13]=2)=[O:34])[CH2:20][CH2:21][CH2:22][CH2:23]1. The catalyst class is: 642. (6) Reactant: [CH3:1][O-:2].[Na+].[N:4]([C:7]([C:10]1[CH:15]=[CH:14][C:13]([C:16](=O)[CH2:17][C:18]2[CH:23]=[CH:22][CH:21]=[CH:20][CH:19]=2)=[CH:12][CH:11]=1)([CH3:9])[CH3:8])=[N+:5]=[N-:6].Cl[C:26]1[C:31]([CH:32]=O)=[C:30]([NH:34]C(=O)OC(C)(C)C)[CH:29]=[CH:28][N:27]=1.Cl. Product: [N:4]([C:7]([C:10]1[CH:15]=[CH:14][C:13]([C:16]2[C:17]([C:18]3[CH:23]=[CH:22][CH:21]=[CH:20][CH:19]=3)=[CH:32][C:31]3[C:30](=[CH:29][CH:28]=[N:27][C:26]=3[O:2][CH3:1])[N:34]=2)=[CH:12][CH:11]=1)([CH3:9])[CH3:8])=[N+:5]=[N-:6]. The catalyst class is: 191. (7) Reactant: C(O[SiH](OCC)OCC)C.C(OC1C=CC([C:21]2[O:22][C:23]3[CH:29]=[CH:28][CH:27]=[CH:26][C:24]=3[N:25]=2)=CC=1)C=C. Product: [O:22]1[C:23]2[CH:29]=[CH:28][CH:27]=[CH:26][C:24]=2[N:25]=[CH:21]1. The catalyst class is: 11. (8) Reactant: [CH3:1][C:2]1[N:3]([S:12]([N:15]2[CH2:20][CH2:19][CH2:18][CH2:17][CH2:16]2)(=[O:14])=[O:13])[CH:4]=[CH:5][C:6]=1[C:7]([O:9][CH2:10][CH3:11])=[O:8].C1C(=O)N([Br:28])C(=O)C1. Product: [Br:28][C:4]1[N:3]([S:12]([N:15]2[CH2:20][CH2:19][CH2:18][CH2:17][CH2:16]2)(=[O:14])=[O:13])[C:2]([CH3:1])=[C:6]([C:7]([O:9][CH2:10][CH3:11])=[O:8])[CH:5]=1. The catalyst class is: 499.